From a dataset of NCI-60 drug combinations with 297,098 pairs across 59 cell lines. Regression. Given two drug SMILES strings and cell line genomic features, predict the synergy score measuring deviation from expected non-interaction effect. (1) Synergy scores: CSS=2.96, Synergy_ZIP=1.90, Synergy_Bliss=2.88, Synergy_Loewe=0.307, Synergy_HSA=1.23. Cell line: HCT116. Drug 2: CN(C)C1=NC(=NC(=N1)N(C)C)N(C)C. Drug 1: CS(=O)(=O)C1=CC(=C(C=C1)C(=O)NC2=CC(=C(C=C2)Cl)C3=CC=CC=N3)Cl. (2) Drug 1: CCC1=C2CN3C(=CC4=C(C3=O)COC(=O)C4(CC)O)C2=NC5=C1C=C(C=C5)O. Drug 2: CS(=O)(=O)OCCCCOS(=O)(=O)C. Cell line: IGROV1. Synergy scores: CSS=7.03, Synergy_ZIP=-3.77, Synergy_Bliss=0.353, Synergy_Loewe=-4.25, Synergy_HSA=0.570. (3) Drug 1: CC12CCC3C(C1CCC2=O)CC(=C)C4=CC(=O)C=CC34C. Drug 2: CC1C(C(=O)NC(C(=O)N2CCCC2C(=O)N(CC(=O)N(C(C(=O)O1)C(C)C)C)C)C(C)C)NC(=O)C3=C4C(=C(C=C3)C)OC5=C(C(=O)C(=C(C5=N4)C(=O)NC6C(OC(=O)C(N(C(=O)CN(C(=O)C7CCCN7C(=O)C(NC6=O)C(C)C)C)C)C(C)C)C)N)C. Cell line: OVCAR-8. Synergy scores: CSS=53.1, Synergy_ZIP=4.92, Synergy_Bliss=8.85, Synergy_Loewe=10.1, Synergy_HSA=9.19. (4) Drug 1: CCCCC(=O)OCC(=O)C1(CC(C2=C(C1)C(=C3C(=C2O)C(=O)C4=C(C3=O)C=CC=C4OC)O)OC5CC(C(C(O5)C)O)NC(=O)C(F)(F)F)O. Drug 2: CC1C(C(CC(O1)OC2CC(CC3=C2C(=C4C(=C3O)C(=O)C5=CC=CC=C5C4=O)O)(C(=O)C)O)N)O. Cell line: NCI-H460. Synergy scores: CSS=50.2, Synergy_ZIP=6.42, Synergy_Bliss=8.95, Synergy_Loewe=-2.18, Synergy_HSA=9.43. (5) Drug 1: CC1=C2C(C(=O)C3(C(CC4C(C3C(C(C2(C)C)(CC1OC(=O)C(C(C5=CC=CC=C5)NC(=O)OC(C)(C)C)O)O)OC(=O)C6=CC=CC=C6)(CO4)OC(=O)C)OC)C)OC. Drug 2: C1=CC=C(C=C1)NC(=O)CCCCCCC(=O)NO. Cell line: SF-539. Synergy scores: CSS=52.2, Synergy_ZIP=2.58, Synergy_Bliss=2.23, Synergy_Loewe=3.45, Synergy_HSA=5.70. (6) Drug 1: C1=CC(=CC=C1CCC2=CNC3=C2C(=O)NC(=N3)N)C(=O)NC(CCC(=O)O)C(=O)O. Drug 2: CCC1(CC2CC(C3=C(CCN(C2)C1)C4=CC=CC=C4N3)(C5=C(C=C6C(=C5)C78CCN9C7C(C=CC9)(C(C(C8N6C=O)(C(=O)OC)O)OC(=O)C)CC)OC)C(=O)OC)O.OS(=O)(=O)O. Cell line: HL-60(TB). Synergy scores: CSS=56.0, Synergy_ZIP=3.41, Synergy_Bliss=1.78, Synergy_Loewe=-15.5, Synergy_HSA=0.885.